This data is from hERG potassium channel inhibition data for cardiac toxicity prediction from Karim et al.. The task is: Regression/Classification. Given a drug SMILES string, predict its toxicity properties. Task type varies by dataset: regression for continuous values (e.g., LD50, hERG inhibition percentage) or binary classification for toxic/non-toxic outcomes (e.g., AMES mutagenicity, cardiotoxicity, hepatotoxicity). Dataset: herg_karim. (1) The compound is CCN(CC)Cc1ccc(Nc2ccnc3cc(Cl)ccc23)cc1O. The result is 1 (blocker). (2) The molecule is O=C(N[C@H]1CCc2ccc(CCN3CCN(c4nsc5ccccc45)CC3)cc21)c1ccco1. The result is 1 (blocker). (3) The molecule is Fc1cccc2c([C@@H]3C[NH2+]CC[C@@H]3F)c(-c3ccccc3)[nH]c12. The result is 1 (blocker). (4) The compound is CCNC(=O)Nc1ccc2ncc(Nc3ccc(C)cc3)nc2n1. The result is 0 (non-blocker). (5) The molecule is CCOC(=O)c1c(C)noc1-c1ccc2cc(CCN3CCC[C@H]3C)ccc2n1. The result is 1 (blocker).